Dataset: NCI-60 drug combinations with 297,098 pairs across 59 cell lines. Task: Regression. Given two drug SMILES strings and cell line genomic features, predict the synergy score measuring deviation from expected non-interaction effect. (1) Cell line: UACC62. Synergy scores: CSS=34.9, Synergy_ZIP=-6.04, Synergy_Bliss=-2.77, Synergy_Loewe=-0.711, Synergy_HSA=0.0284. Drug 1: C1=CC(=CC=C1CCC2=CNC3=C2C(=O)NC(=N3)N)C(=O)NC(CCC(=O)O)C(=O)O. Drug 2: C1CCC(CC1)NC(=O)N(CCCl)N=O. (2) Synergy scores: CSS=10.9, Synergy_ZIP=-10.8, Synergy_Bliss=-4.36, Synergy_Loewe=-8.82, Synergy_HSA=-1.53. Cell line: A498. Drug 2: C1CCC(C(C1)N)N.C(=O)(C(=O)[O-])[O-].[Pt+4]. Drug 1: C1=C(C(=O)NC(=O)N1)N(CCCl)CCCl. (3) Drug 1: CC(C)NC(=O)C1=CC=C(C=C1)CNNC.Cl. Drug 2: CCC1(C2=C(COC1=O)C(=O)N3CC4=CC5=C(C=CC(=C5CN(C)C)O)N=C4C3=C2)O.Cl. Cell line: CAKI-1. Synergy scores: CSS=1.23, Synergy_ZIP=-11.0, Synergy_Bliss=-23.0, Synergy_Loewe=-43.1, Synergy_HSA=-24.7. (4) Drug 1: CCCS(=O)(=O)NC1=C(C(=C(C=C1)F)C(=O)C2=CNC3=C2C=C(C=N3)C4=CC=C(C=C4)Cl)F. Drug 2: CC1=C(C(CCC1)(C)C)C=CC(=CC=CC(=CC(=O)O)C)C. Cell line: SK-MEL-5. Synergy scores: CSS=28.6, Synergy_ZIP=2.36, Synergy_Bliss=2.70, Synergy_Loewe=-12.0, Synergy_HSA=1.91. (5) Drug 1: COC1=CC(=CC(=C1O)OC)C2C3C(COC3=O)C(C4=CC5=C(C=C24)OCO5)OC6C(C(C7C(O6)COC(O7)C8=CC=CS8)O)O. Drug 2: CC(C)(C#N)C1=CC(=CC(=C1)CN2C=NC=N2)C(C)(C)C#N. Cell line: HT29. Synergy scores: CSS=34.5, Synergy_ZIP=-6.32, Synergy_Bliss=-1.12, Synergy_Loewe=-6.96, Synergy_HSA=-2.16. (6) Drug 1: CC(C1=C(C=CC(=C1Cl)F)Cl)OC2=C(N=CC(=C2)C3=CN(N=C3)C4CCNCC4)N. Drug 2: CC1C(C(CC(O1)OC2CC(CC3=C2C(=C4C(=C3O)C(=O)C5=C(C4=O)C(=CC=C5)OC)O)(C(=O)CO)O)N)O.Cl. Cell line: SF-295. Synergy scores: CSS=38.7, Synergy_ZIP=-4.06, Synergy_Bliss=-2.51, Synergy_Loewe=-4.37, Synergy_HSA=0.148. (7) Drug 1: C1CN1P(=S)(N2CC2)N3CC3. Drug 2: C1=CN(C=N1)CC(O)(P(=O)(O)O)P(=O)(O)O. Cell line: A498. Synergy scores: CSS=2.72, Synergy_ZIP=-2.20, Synergy_Bliss=-1.34, Synergy_Loewe=-2.77, Synergy_HSA=-1.32. (8) Drug 1: CC1=C2C(C(=O)C3(C(CC4C(C3C(C(C2(C)C)(CC1OC(=O)C(C(C5=CC=CC=C5)NC(=O)OC(C)(C)C)O)O)OC(=O)C6=CC=CC=C6)(CO4)OC(=O)C)OC)C)OC. Drug 2: CC1C(C(CC(O1)OC2CC(CC3=C2C(=C4C(=C3O)C(=O)C5=C(C4=O)C(=CC=C5)OC)O)(C(=O)C)O)N)O.Cl. Cell line: KM12. Synergy scores: CSS=62.9, Synergy_ZIP=8.83, Synergy_Bliss=6.22, Synergy_Loewe=9.72, Synergy_HSA=10.2. (9) Drug 1: COC1=C(C=C2C(=C1)N=CN=C2NC3=CC(=C(C=C3)F)Cl)OCCCN4CCOCC4. Drug 2: CC1=C(C(=O)C2=C(C1=O)N3CC4C(C3(C2COC(=O)N)OC)N4)N. Cell line: HT29. Synergy scores: CSS=45.8, Synergy_ZIP=-0.852, Synergy_Bliss=1.71, Synergy_Loewe=1.21, Synergy_HSA=6.39.